This data is from Peptide-MHC class I binding affinity with 185,985 pairs from IEDB/IMGT. The task is: Regression. Given a peptide amino acid sequence and an MHC pseudo amino acid sequence, predict their binding affinity value. This is MHC class I binding data. (1) The peptide sequence is SAGVGAVAM. The MHC is HLA-A02:01 with pseudo-sequence HLA-A02:01. The binding affinity (normalized) is 0.0123. (2) The peptide sequence is DKLVDPINY. The MHC is HLA-A02:06 with pseudo-sequence HLA-A02:06. The binding affinity (normalized) is 0. (3) The peptide sequence is WSQNPTMLY. The MHC is HLA-B48:01 with pseudo-sequence HLA-B48:01. The binding affinity (normalized) is 0.0847. (4) The peptide sequence is KSWPGVQSF. The MHC is HLA-B07:02 with pseudo-sequence HLA-B07:02. The binding affinity (normalized) is 0.0847. (5) The MHC is HLA-A68:02 with pseudo-sequence HLA-A68:02. The binding affinity (normalized) is 0.871. The peptide sequence is ETMYLTMKAI. (6) The peptide sequence is TSPGEIKPK. The MHC is HLA-A31:01 with pseudo-sequence HLA-A31:01. The binding affinity (normalized) is 0.0738. (7) The peptide sequence is HICLLRPLLW. The MHC is H-2-Kb with pseudo-sequence H-2-Kb. The binding affinity (normalized) is 0. (8) The peptide sequence is MPARLWLCL. The MHC is HLA-B35:01 with pseudo-sequence HLA-B35:01. The binding affinity (normalized) is 1.00. (9) The MHC is HLA-A02:11 with pseudo-sequence HLA-A02:11. The peptide sequence is ELRGLLKDV. The binding affinity (normalized) is 0.291. (10) The peptide sequence is RKWGLDFCY. The MHC is HLA-B18:01 with pseudo-sequence HLA-B18:01. The binding affinity (normalized) is 0.0847.